Dataset: Reaction yield outcomes from USPTO patents with 853,638 reactions. Task: Predict the reaction yield, written as a fraction of the theoretical maximum amount of product (1.0 means a 100% yield; for example, 0.34 means a 34% yield). The reactants are [OH:1][C:2]1[CH:3]=[C:4]([C:8]#[C:9][C:10]2[CH:19]=[C:18]3[C:13]([C:14](=[O:29])[CH:15]=[C:16]([C:20]4[N:25]=[CH:24][N:23]5[CH:26]=[CH:27][CH:28]=[C:22]5[CH:21]=4)[O:17]3)=[CH:12][CH:11]=2)[CH:5]=[CH:6][CH:7]=1.Cl.Cl[CH2:32][CH2:33][CH2:34][N:35]([CH3:37])[CH3:36]. No catalyst specified. The product is [CH3:36][N:35]([CH3:37])[CH2:34][CH2:33][CH2:32][O:1][C:2]1[CH:3]=[C:4]([C:8]#[C:9][C:10]2[CH:19]=[C:18]3[C:13]([C:14](=[O:29])[CH:15]=[C:16]([C:20]4[N:25]=[CH:24][N:23]5[CH:26]=[CH:27][CH:28]=[C:22]5[CH:21]=4)[O:17]3)=[CH:12][CH:11]=2)[CH:5]=[CH:6][CH:7]=1. The yield is 0.520.